Dataset: Reaction yield outcomes from USPTO patents with 853,638 reactions. Task: Predict the reaction yield, written as a fraction of the theoretical maximum amount of product (1.0 means a 100% yield; for example, 0.34 means a 34% yield). (1) The reactants are [OH:1][C:2]1[C:7]2[CH2:8][C:9](=O)[O:10][C:6]=2[CH:5]=[C:4]([OH:12])[CH:3]=1.N1C=CC=CC=1.[CH3:19][N:20]([CH3:24])[C:21](Cl)=[O:22].[OH2:25]. The product is [OH:1][C:2]1[C:7]2[C:8](=[O:25])[CH2:9][O:10][C:6]=2[CH:5]=[C:4]([O:12][C:21](=[O:22])[N:20]([CH3:24])[CH3:19])[CH:3]=1. The yield is 0.0700. The catalyst is C1COCC1. (2) The reactants are F[C:2]([F:7])(F)[C:3](O)=O.[NH2:8][C:9]1[N:30]=[C:29](Cl)[CH:28]=[CH:27][C:10]=1[C:11]([NH:13][CH2:14][C:15]1[S:16][C:17]([O:20][C:21]2[CH:26]=[CH:25][CH:24]=[CH:23][CH:22]=2)=[CH:18][CH:19]=1)=[O:12]. No catalyst specified. The product is [NH2:8][C:9]1[N:30]=[C:29]([NH:8][CH2:9][C:10]2[CH:27]=[CH:28][C:2]([F:7])=[CH:3][CH:11]=2)[CH:28]=[CH:27][C:10]=1[C:11]([NH:13][CH2:14][C:15]1[S:16][C:17]([O:20][C:21]2[CH:26]=[CH:25][CH:24]=[CH:23][CH:22]=2)=[CH:18][CH:19]=1)=[O:12]. The yield is 0.160.